Predict the reactants needed to synthesize the given product. From a dataset of Full USPTO retrosynthesis dataset with 1.9M reactions from patents (1976-2016). Given the product [Br:5][C:6]1[CH:7]=[C:8]2[C:14]([C:18]([C:17]3[C:16]([F:15])=[C:24]([NH:25][S:26]([CH2:29][CH2:30][CH3:31])(=[O:28])=[O:27])[CH:23]=[CH:22][C:21]=3[F:32])=[O:19])=[CH:13][NH:12][C:9]2=[N:10][CH:11]=1, predict the reactants needed to synthesize it. The reactants are: [Cl-].[Cl-].[Cl-].[Al+3].[Br:5][C:6]1[CH:7]=[C:8]2[CH:14]=[CH:13][NH:12][C:9]2=[N:10][CH:11]=1.[F:15][C:16]1[C:24]([NH:25][S:26]([CH2:29][CH2:30][CH3:31])(=[O:28])=[O:27])=[CH:23][CH:22]=[C:21]([F:32])[C:17]=1[C:18](Cl)=[O:19].O.